Dataset: Reaction yield outcomes from USPTO patents with 853,638 reactions. Task: Predict the reaction yield, written as a fraction of the theoretical maximum amount of product (1.0 means a 100% yield; for example, 0.34 means a 34% yield). The reactants are [CH:1]([N:4]1[C:8]([C:9]2[CH:14]=[CH:13][N:12]=[C:11]([NH:15][C:16]3[CH:26]=[CH:25][C:19]([C:20]([O:22]CC)=[O:21])=[CH:18][N:17]=3)[N:10]=2)=[CH:7][N:6]=[C:5]1[CH3:27])([CH3:3])[CH3:2].[OH-].[Na+]. The catalyst is C1COCC1.O.CO. The product is [CH:1]([N:4]1[C:8]([C:9]2[CH:14]=[CH:13][N:12]=[C:11]([NH:15][C:16]3[CH:26]=[CH:25][C:19]([C:20]([OH:22])=[O:21])=[CH:18][N:17]=3)[N:10]=2)=[CH:7][N:6]=[C:5]1[CH3:27])([CH3:3])[CH3:2]. The yield is 0.730.